The task is: Predict the reaction yield, written as a fraction of the theoretical maximum amount of product (1.0 means a 100% yield; for example, 0.34 means a 34% yield).. This data is from Reaction yield outcomes from USPTO patents with 853,638 reactions. The reactants are C1(P(C2C=CC=CC=2)C2C=CC=CC=2)C=CC=CC=1.N(C(OCC)=O)=NC(OCC)=O.[OH:32][CH2:33][CH:34]1[CH2:39][CH2:38][N:37]([CH3:40])[CH2:36][CH2:35]1.[Cl:41][C:42]1[CH:61]=[CH:60][C:45]([NH:46][C:47]2[C:56]3[C:51](=[CH:52][C:53](O)=[C:54]([O:57][CH3:58])[CH:55]=3)[N:50]=[CH:49][N:48]=2)=[C:44]([F:62])[CH:43]=1. The catalyst is C(Cl)Cl. The product is [ClH:41].[Cl:41][C:42]1[CH:61]=[CH:60][C:45]([NH:46][C:47]2[C:56]3[C:51](=[CH:52][C:53]([O:32][CH2:33][CH:34]4[CH2:39][CH2:38][N:37]([CH3:40])[CH2:36][CH2:35]4)=[C:54]([O:57][CH3:58])[CH:55]=3)[N:50]=[CH:49][N:48]=2)=[C:44]([F:62])[CH:43]=1. The yield is 0.0400.